This data is from Peptide-MHC class II binding affinity with 134,281 pairs from IEDB. The task is: Regression. Given a peptide amino acid sequence and an MHC pseudo amino acid sequence, predict their binding affinity value. This is MHC class II binding data. (1) The peptide sequence is YMDVISRRDQRGSGQ. The MHC is DRB4_0103 with pseudo-sequence DRB4_0103. The binding affinity (normalized) is 0.695. (2) The peptide sequence is IGKMFEATARGARRM. The MHC is DRB1_0101 with pseudo-sequence DRB1_0101. The binding affinity (normalized) is 0.853. (3) The peptide sequence is DKWLDAKSTWYGKPT. The MHC is HLA-DPA10103-DPB10301 with pseudo-sequence HLA-DPA10103-DPB10301. The binding affinity (normalized) is 0. (4) The peptide sequence is VIPEGWKADTCYESK. The MHC is HLA-DPA10301-DPB10402 with pseudo-sequence HLA-DPA10301-DPB10402. The binding affinity (normalized) is 0.124. (5) The peptide sequence is VAPLYGVEGTKTPVS. The MHC is DRB1_0901 with pseudo-sequence DRB1_0901. The binding affinity (normalized) is 0.457. (6) The peptide sequence is EKKYFARTQFEPLAA. The MHC is HLA-DPA10201-DPB10101 with pseudo-sequence HLA-DPA10201-DPB10101. The binding affinity (normalized) is 0.963. (7) The peptide sequence is AFKVAATAANAAPNN. The MHC is DRB1_0401 with pseudo-sequence DRB1_0401. The binding affinity (normalized) is 0.941. (8) The peptide sequence is IRISMVISLLSMITM. The MHC is H-2-IAb with pseudo-sequence H-2-IAb. The binding affinity (normalized) is 0. (9) The peptide sequence is IKEKGKDKWIELKES. The MHC is HLA-DPA10103-DPB10301 with pseudo-sequence HLA-DPA10103-DPB10301. The binding affinity (normalized) is 0.